From a dataset of Full USPTO retrosynthesis dataset with 1.9M reactions from patents (1976-2016). Predict the reactants needed to synthesize the given product. (1) The reactants are: [CH3:1][O:2][C:3]1[C:13]([C:14]([F:17])([F:16])[F:15])=[CH:12][C:6]2[NH:7][C:8](=[O:11])[CH2:9][O:10][C:5]=2[CH:4]=1.[H-].[Na+].Br[CH2:21][C:22]([O:24][CH2:25][CH3:26])=[O:23].FC(F)(F)C(O)=O. Given the product [CH2:25]([O:24][C:22](=[O:23])[CH2:21][N:7]1[C:6]2[CH:12]=[C:13]([C:14]([F:17])([F:15])[F:16])[C:3]([O:2][CH3:1])=[CH:4][C:5]=2[O:10][CH2:9][C:8]1=[O:11])[CH3:26], predict the reactants needed to synthesize it. (2) Given the product [Cl:22][C:18]1[CH:19]=[CH:20][C:21]2[N:12]([CH2:11][CH2:10][CH2:9][NH:7][CH3:6])[C:13](=[O:33])[C:14]3=[C:25]([CH3:26])[NH:24][N:23]=[C:15]3[C:16]=2[CH:17]=1, predict the reactants needed to synthesize it. The reactants are: C(O[C:6](=O)[N:7]([CH2:9][CH2:10][CH2:11][N:12]1[C:21]2[CH:20]=[CH:19][C:18]([Cl:22])=[CH:17][C:16]=2[C:15]2=[N:23][N:24](C3CCCCO3)[C:25]([CH3:26])=[C:14]2[C:13]1=[O:33])C)(C)(C)C.Cl. (3) Given the product [CH2:9]([N:8]1[CH:4]=[C:5]([C:36](=[O:38])/[CH:37]=[C:27](\[O-:29])/[C:26]([O:33][CH2:34][CH3:35])=[O:32])[N:6]=[CH:7]1)[C:10]1[CH:11]=[CH:12][CH:13]=[CH:14][CH:15]=1.[Li+:25], predict the reactants needed to synthesize it. The reactants are: C([C:4]1[N:8]([CH2:9][C:10]2[CH:15]=[CH:14][CH:13]=[CH:12][CH:11]=2)[CH:7]=[N:6][CH:5]=1)(=O)C.C[Si]([N-][Si](C)(C)C)(C)C.[Li+:25].[C:26]([O:33][CH2:34][CH3:35])(=[O:32])[C:27]([O:29]CC)=O.[CH2:36]([O:38]CC)[CH3:37]. (4) Given the product [CH:1]([C:4]1[CH:25]=[CH:24][C:7]([C:8]2[CH:10]=[CH:11][CH:12]=[C:13]([C:14]3[CH:19]=[CH:18][C:17]([CH:20]([CH3:22])[CH3:21])=[CH:16][CH:15]=3)[N:27]=2)=[CH:6][CH:5]=1)([CH3:3])[CH3:2], predict the reactants needed to synthesize it. The reactants are: [CH:1]([C:4]1[CH:25]=[CH:24][C:7]([C:8]([CH2:10][CH2:11][CH2:12][C:13](=O)[C:14]2[CH:19]=[CH:18][C:17]([CH:20]([CH3:22])[CH3:21])=[CH:16][CH:15]=2)=O)=[CH:6][CH:5]=1)([CH3:3])[CH3:2].Cl.[NH2:27]O.O.[OH-].[Na+]. (5) Given the product [F:1][C:2]([F:26])([F:27])[C:3]1[CH:21]=[C:20]([C:22]([F:24])([F:23])[F:25])[CH:19]=[CH:18][C:4]=1[CH2:5][N:6]1[C:14]2[C:9](=[CH:10][C:11]([CH:15]=[C:36]3[S:35][C:34]([N:33]([CH2:32][CH2:31][N:30]([CH2:41][CH3:42])[CH2:28][CH3:29])[CH3:40])=[N:38][C:37]3=[O:39])=[CH:12][CH:13]=2)[C:8]([I:17])=[N:7]1, predict the reactants needed to synthesize it. The reactants are: [F:1][C:2]([F:27])([F:26])[C:3]1[CH:21]=[C:20]([C:22]([F:25])([F:24])[F:23])[CH:19]=[CH:18][C:4]=1[CH2:5][N:6]1[C:14]2[C:9](=[CH:10][C:11]([CH:15]=O)=[CH:12][CH:13]=2)[C:8]([I:17])=[N:7]1.[CH2:28]([N:30]([CH2:41][CH3:42])[CH2:31][CH2:32][N:33]([CH3:40])[C:34]1[S:35][CH2:36][C:37](=[O:39])[N:38]=1)[CH3:29]. (6) The reactants are: [CH2:1]([O:8][C:9](=[O:33])[C@@H:10]([NH:25][C:26]([O:28][C:29]([CH3:32])([CH3:31])[CH3:30])=[O:27])[CH2:11][CH2:12][C:13](=O)[NH:14][C:15]1[CH:20]=[C:19]([CH3:21])[C:18]([CH3:22])=[CH:17][C:16]=1[NH2:23])[C:2]1[CH:7]=[CH:6][CH:5]=[CH:4][CH:3]=1.[F:34][C:35]1[CH:36]=[C:37]([CH:40]=[CH:41][C:42]=1[F:43])[CH:38]=O.C(O[BH-](OC(=O)C)OC(=O)C)(=O)C.[Na+].C(Cl)(Cl)Cl. Given the product [CH2:1]([O:8][C:9](=[O:33])[C@@H:10]([NH:25][C:26]([O:28][C:29]([CH3:32])([CH3:31])[CH3:30])=[O:27])[CH2:11][CH2:12][C:13]1[N:23]([CH2:38][C:37]2[CH:40]=[CH:41][C:42]([F:43])=[C:35]([F:34])[CH:36]=2)[C:16]2[CH:17]=[C:18]([CH3:22])[C:19]([CH3:21])=[CH:20][C:15]=2[N:14]=1)[C:2]1[CH:7]=[CH:6][CH:5]=[CH:4][CH:3]=1, predict the reactants needed to synthesize it.